From a dataset of Peptide-MHC class II binding affinity with 134,281 pairs from IEDB. Regression. Given a peptide amino acid sequence and an MHC pseudo amino acid sequence, predict their binding affinity value. This is MHC class II binding data. (1) The peptide sequence is GELQIVDKIDAAFKS. The MHC is DRB3_0101 with pseudo-sequence DRB3_0101. The binding affinity (normalized) is 0.631. (2) The peptide sequence is EIKYFAATQFEPLAA. The MHC is DRB1_1001 with pseudo-sequence DRB1_1001. The binding affinity (normalized) is 0.458. (3) The peptide sequence is AYVSRLLDDLVIV. The MHC is HLA-DQA10501-DQB10301 with pseudo-sequence HLA-DQA10501-DQB10301. The binding affinity (normalized) is 0.0424. (4) The peptide sequence is EWVAMTKGEGGVWTF. The MHC is DRB1_0405 with pseudo-sequence DRB1_0405. The binding affinity (normalized) is 0.0884.